Dataset: Reaction yield outcomes from USPTO patents with 853,638 reactions. Task: Predict the reaction yield, written as a fraction of the theoretical maximum amount of product (1.0 means a 100% yield; for example, 0.34 means a 34% yield). (1) The yield is 0.550. No catalyst specified. The reactants are [CH3:1][O:2][C:3]1[CH:8]=[CH:7][C:6]([S:9][C:10]2[CH:15]=[CH:14][N:13]=[C:12]([NH:16][C:17]3[CH:22]=[CH:21][C:20]([NH2:23])=[CH:19][CH:18]=3)[N:11]=2)=[CH:5][CH:4]=1.[C:24](O)(=[O:27])[CH:25]=[CH2:26]. The product is [CH3:1][O:2][C:3]1[CH:4]=[CH:5][C:6]([S:9][C:10]2[CH:15]=[CH:14][N:13]=[C:12]([NH:16][C:17]3[CH:22]=[CH:21][C:20]([NH:23][C:24](=[O:27])[CH:25]=[CH2:26])=[CH:19][CH:18]=3)[N:11]=2)=[CH:7][CH:8]=1. (2) The reactants are [S:1]1[CH2:5][CH2:4][N:3]=[C:2]1[C:6]1[NH:7][C:8]2[C:13]([CH:14]=1)=[CH:12][CH:11]=[CH:10][C:9]=2[NH2:15].[F:16][C:17]([F:29])([F:28])[C:18]1[CH:19]=[C:20]([S:24](Cl)(=[O:26])=[O:25])[CH:21]=[CH:22][CH:23]=1. The catalyst is N1C=CC=CC=1. The product is [S:1]1[CH2:5][CH2:4][N:3]=[C:2]1[C:6]1[NH:7][C:8]2[C:13]([CH:14]=1)=[CH:12][CH:11]=[CH:10][C:9]=2[N:15]([S:24]([C:20]1[CH:21]=[CH:22][CH:23]=[C:18]([C:17]([F:16])([F:28])[F:29])[CH:19]=1)(=[O:26])=[O:25])[S:24]([C:20]1[CH:21]=[CH:22][CH:23]=[C:18]([C:17]([F:29])([F:28])[F:16])[CH:19]=1)(=[O:26])=[O:25]. The yield is 0.320.